From a dataset of Reaction yield outcomes from USPTO patents with 853,638 reactions. Predict the reaction yield, written as a fraction of the theoretical maximum amount of product (1.0 means a 100% yield; for example, 0.34 means a 34% yield). (1) The reactants are [Cl:1][C:2]1[N:3]=[N:4][C:5](Cl)=[C:6]([CH3:9])[C:7]=1[CH3:8].[CH3:11][C@@H:12]1[CH2:17][NH:16][CH2:15][CH2:14][NH:13]1.C(=O)([O-])[O-].[K+].[K+].Cl[C:25]1[CH:30]=[CH:29][C:28]([C:31]([F:34])([F:33])[F:32])=[CH:27][N:26]=1. The catalyst is CN(C=O)C. The product is [Cl:1][C:2]1[N:3]=[N:4][C:5]([N:16]2[CH2:15][CH2:14][N:13]([C:25]3[CH:30]=[CH:29][C:28]([C:31]([F:34])([F:33])[F:32])=[CH:27][N:26]=3)[C@H:12]([CH3:11])[CH2:17]2)=[C:6]([CH3:9])[C:7]=1[CH3:8]. The yield is 0.370. (2) The reactants are [C:9](O[C:9]([O:11][C:12]([CH3:15])([CH3:14])[CH3:13])=[O:10])([O:11][C:12]([CH3:15])([CH3:14])[CH3:13])=[O:10].Cl.[Br:17][C:18]1[CH:23]=[CH:22][C:21]([N:24]2[CH2:29][CH2:28][NH:27][CH2:26][CH2:25]2)=[CH:20][CH:19]=1.C(N(CC)CC)C. The catalyst is O.O1CCCC1. The product is [C:12]([O:11][C:9]([N:27]1[CH2:26][CH2:25][N:24]([C:21]2[CH:20]=[CH:19][C:18]([Br:17])=[CH:23][CH:22]=2)[CH2:29][CH2:28]1)=[O:10])([CH3:13])([CH3:14])[CH3:15]. The yield is 0.980. (3) The reactants are [CH3:1][O:2][C:3]1[CH:8]=[CH:7][C:6]([C:9]2[O:13][C:12](NC3C=CC=CC=3)=[N:11][C:10]=2[C:21]([OH:23])=O)=[CH:5][CH:4]=1.O.O[N:26]1[C:30]2[CH:31]=[CH:32][CH:33]=[CH:34][C:29]=2N=N1.Cl.C[N:37](C)CCCN=C=NCC.N.O1CCOCC1. The catalyst is CN(C=O)C. The product is [CH3:1][O:2][C:3]1[CH:4]=[CH:5][C:6]([C:9]2[O:13][C:12]([NH:26][C:30]3[CH:29]=[CH:34][CH:33]=[CH:32][CH:31]=3)=[N:11][C:10]=2[C:21]([NH2:37])=[O:23])=[CH:7][CH:8]=1. The yield is 0.380. (4) The reactants are [F:1][C:2]([F:22])([F:21])[O:3][C:4]1[CH:5]=[C:6]([C:10]2[CH:15]=[CH:14][N:13]=[C:12]([CH2:16][C:17]([O:19]C)=[O:18])[CH:11]=2)[CH:7]=[CH:8][CH:9]=1.[Li+:23].[OH-]. The catalyst is C1COCC1.CO. The product is [F:22][C:2]([F:1])([F:21])[O:3][C:4]1[CH:5]=[C:6]([C:10]2[CH:15]=[CH:14][N:13]=[C:12]([CH2:16][C:17]([O-:19])=[O:18])[CH:11]=2)[CH:7]=[CH:8][CH:9]=1.[Li+:23]. The yield is 1.00. (5) The reactants are [Br:1][C:2]1[CH:11]=[CH:10][C:5]([C:6]([O:8]C)=O)=[C:4]([CH2:12]Br)[CH:3]=1.[CH:14]1([NH2:17])[CH2:16][CH2:15]1.C(=O)([O-])[O-].[K+].[K+]. The catalyst is C(O)C. The yield is 0.940. The product is [Br:1][C:2]1[CH:3]=[C:4]2[C:5](=[CH:10][CH:11]=1)[C:6](=[O:8])[N:17]([CH:14]1[CH2:16][CH2:15]1)[CH2:12]2. (6) The product is [Cl:1][C:2]1[CH:3]=[CH:4][C:5]2[O:9][CH:8]([C:10]([N:12]3[CH2:13][CH2:14][NH:15][CH2:16][CH2:17]3)=[O:11])[CH2:7][C:6]=2[CH:25]=1. The catalyst is ClCCl. The yield is 0.960. The reactants are [Cl:1][C:2]1[CH:3]=[CH:4][C:5]2[O:9][CH:8]([C:10]([N:12]3[CH2:17][CH2:16][N:15](C(OC(C)(C)C)=O)[CH2:14][CH2:13]3)=[O:11])[CH2:7][C:6]=2[CH:25]=1.FC(F)(F)C(O)=O.O.C(=O)(O)[O-].[Na+].